Task: Binary Classification. Given a drug SMILES string, predict its activity (active/inactive) in a high-throughput screening assay against a specified biological target.. Dataset: KCNQ2 potassium channel screen with 302,405 compounds (1) The result is 0 (inactive). The molecule is Brc1cc2c(=O)c3C(N(C(=O)c3oc2cc1)CCO)c1cc(F)ccc1. (2) The compound is o1cc(CN2CCN(CC2)c2ccccc2)c(=O)c2c1ccc(c2)C. The result is 0 (inactive). (3) The drug is O=C1NC(CC1)CN(Cc1nc(oc1C)c1ccc(OCC)cc1)Cc1ccccc1. The result is 0 (inactive). (4) The molecule is s1c2c(nc1C)ccc(N\N=C1\C(=O)CCCC1=O)c2. The result is 0 (inactive). (5) The molecule is s1c(N2CCN(CC2)C(=O)c2n(c3c(scc3)c2)Cc2ccc(F)cc2)nc2c1cccc2. The result is 0 (inactive).